From a dataset of Reaction yield outcomes from USPTO patents with 853,638 reactions. Predict the reaction yield, written as a fraction of the theoretical maximum amount of product (1.0 means a 100% yield; for example, 0.34 means a 34% yield). (1) The reactants are [OH:1][C@@H:2]1[CH2:6][CH2:5][CH2:4][C@H:3]1[NH:7][C:8]1[N:16]=[CH:15][N:14]=[C:13]2[C:9]=1[N:10]=[CH:11][N:12]2[CH:17]1[C@H:21]([OH:22])[C@H:20]([OH:23])[C@@H:19]([CH2:24]Cl)[O:18]1.C(N(CC)CC)C.[H-].[Ca+2].[H-].[F:36][C:37]1[CH:42]=[CH:41][CH:40]=[CH:39][C:38]=1[SH:43]. The catalyst is CN(C)C=O. The product is [OH:1][C@@H:2]1[CH2:6][CH2:5][CH2:4][C@H:3]1[NH:7][C:8]1[N:16]=[CH:15][N:14]=[C:13]2[C:9]=1[N:10]=[CH:11][N:12]2[CH:17]1[C@H:21]([OH:22])[C@H:20]([OH:23])[C@@H:19]([CH2:24][S:43][C:38]2[CH:39]=[CH:40][CH:41]=[CH:42][C:37]=2[F:36])[O:18]1. The yield is 0.630. (2) The reactants are Br[CH2:2][C:3]([C:5]1[CH:10]=[CH:9][C:8]([I:11])=[CH:7][CH:6]=1)=O.[NH2:12][C:13]1[C:18]([CH3:19])=[CH:17][CH:16]=[CH:15][N:14]=1.C(=O)(O)[O-].[Na+]. The catalyst is C(O)(C)C. The product is [I:11][C:8]1[CH:9]=[CH:10][C:5]([C:3]2[N:12]=[C:13]3[C:18]([CH3:19])=[CH:17][CH:16]=[CH:15][N:14]3[CH:2]=2)=[CH:6][CH:7]=1. The yield is 0.710. (3) The reactants are [OH:1][C:2]1[CH:28]=[CH:27][C:5]([O:6][CH2:7][CH2:8][C:9]2[CH:26]=[CH:25][C:12]([O:13][CH2:14][C:15]3[CH:24]=[CH:23][CH:22]=[CH:21][C:16]=3[C:17]([O:19][CH3:20])=[O:18])=[CH:11][CH:10]=2)=[CH:4][CH:3]=1.C(N(CC)CC)C.[CH3:36][S:37](Cl)(=[O:39])=[O:38]. The catalyst is ClCCl. The product is [CH3:36][S:37]([O:1][C:2]1[CH:3]=[CH:4][C:5]([O:6][CH2:7][CH2:8][C:9]2[CH:26]=[CH:25][C:12]([O:13][CH2:14][C:15]3[CH:24]=[CH:23][CH:22]=[CH:21][C:16]=3[C:17]([O:19][CH3:20])=[O:18])=[CH:11][CH:10]=2)=[CH:27][CH:28]=1)(=[O:39])=[O:38]. The yield is 0.480. (4) The reactants are [C:1]([O:5][C:6]([N:8]1[CH2:11][CH:10]([C:12]([OH:14])=O)[CH2:9]1)=[O:7])([CH3:4])([CH3:3])[CH3:2].Cl.[CH3:16][NH:17][CH3:18].Cl.CN(C)CCCN=C=NCC.O.ON1C2C=CC=CC=2N=N1. The catalyst is C(OCC)(=O)C.CN(C)C=O.C(N(CC)CC)C. The product is [CH3:16][N:17]([CH3:18])[C:12]([CH:10]1[CH2:11][N:8]([C:6]([O:5][C:1]([CH3:4])([CH3:3])[CH3:2])=[O:7])[CH2:9]1)=[O:14]. The yield is 0.400. (5) The reactants are [NH2:1][C:2]1[CH:7]=[CH:6][C:5]([Cl:8])=[CH:4][C:3]=1[C:9](=[O:12])[CH2:10][CH3:11].[O:13](S(C(F)(F)F)(=O)=O)[S:14]([C:17]([F:20])([F:19])[F:18])(=O)=[O:15]. The catalyst is ClCCl. The product is [Cl:8][C:5]1[CH:6]=[CH:7][C:2]([NH:1][S:14]([C:17]([F:20])([F:19])[F:18])(=[O:15])=[O:13])=[C:3]([C:9](=[O:12])[CH2:10][CH3:11])[CH:4]=1. The yield is 0.860. (6) The catalyst is ClCCl. The product is [C:31]1([CH3:34])[CH:30]=[CH:29][C:28]([CH:26]([C:23]2[CH:22]=[CH:21][C:20]([CH3:35])=[CH:25][CH:24]=2)[NH:27][C:16](=[O:18])[CH2:15][C:12]2[CH:11]=[CH:10][C:9]([O:8][CH2:7][C:6]3[C:2]([CH3:1])=[N:3][O:4][C:5]=3[CH3:19])=[CH:14][CH:13]=2)=[CH:33][CH:32]=1. The reactants are [CH3:1][C:2]1[C:6]([CH2:7][O:8][C:9]2[CH:14]=[CH:13][C:12]([CH2:15][C:16]([OH:18])=O)=[CH:11][CH:10]=2)=[C:5]([CH3:19])[O:4][N:3]=1.[C:20]1([CH3:35])[CH:25]=[CH:24][C:23]([CH:26]([C:28]2[CH:33]=[CH:32][C:31]([CH3:34])=[CH:30][CH:29]=2)[NH2:27])=[CH:22][CH:21]=1.CCN(C(C)C)C(C)C.C(Cl)CCl.C1C=CC2N(O)N=NC=2C=1. The yield is 0.610. (7) The reactants are [C:1]1([S:7]([N:10]2[C:18]3[C:13](=[C:14]([N:19]4[CH2:24][CH2:23][N:22](C(OC(C)(C)C)=O)[CH2:21][CH2:20]4)[CH:15]=[CH:16][CH:17]=3)[CH:12]=[CH:11]2)(=[O:9])=[O:8])[CH:6]=[CH:5][CH:4]=[CH:3][CH:2]=1.[ClH:32]. The catalyst is O1CCOCC1. The product is [ClH:32].[C:1]1([S:7]([N:10]2[C:18]3[C:13](=[C:14]([N:19]4[CH2:24][CH2:23][NH:22][CH2:21][CH2:20]4)[CH:15]=[CH:16][CH:17]=3)[CH:12]=[CH:11]2)(=[O:9])=[O:8])[CH:2]=[CH:3][CH:4]=[CH:5][CH:6]=1. The yield is 0.990.